From a dataset of Forward reaction prediction with 1.9M reactions from USPTO patents (1976-2016). Predict the product of the given reaction. (1) Given the reactants C[Si]([N-:5][Si](C)(C)C)(C)C.[Li+].[Cl:11][C:12]1[CH:19]=[CH:18][C:15]([CH:16]=O)=[CH:14][CH:13]=1.OC(C)(C)[C:22]#[N:23], predict the reaction product. The product is: [NH2:5][CH:16]([C:15]1[CH:18]=[CH:19][C:12]([Cl:11])=[CH:13][CH:14]=1)[C:22]#[N:23]. (2) Given the reactants [N:1]1[NH:2][N:3]=[N:4][C:5]=1[CH2:6][C:7]([NH:30][C:31](=[O:43])[C:32]1[CH:37]=[CH:36][C:35]([F:38])=[C:34]([C:39]([F:42])([F:41])[F:40])[CH:33]=1)([C:19]1[CH:24]=[CH:23][CH:22]=[C:21]([O:25][C:26]([F:29])([F:28])[F:27])[CH:20]=1)[C:8]1[CH:13]=[CH:12][CH:11]=[C:10]([O:14][C:15]([F:18])([F:17])[F:16])[CH:9]=1.[N+](=[CH:46][Si](C)(C)C)=[N-], predict the reaction product. The product is: [F:38][C:35]1[CH:36]=[CH:37][C:32]([C:31]([NH:30][C:7]([C:8]2[CH:13]=[CH:12][CH:11]=[C:10]([O:14][C:15]([F:16])([F:17])[F:18])[CH:9]=2)([C:19]2[CH:24]=[CH:23][CH:22]=[C:21]([O:25][C:26]([F:27])([F:28])[F:29])[CH:20]=2)[CH2:6][C:5]2[N:4]=[N:3][N:2]([CH3:46])[N:1]=2)=[O:43])=[CH:33][C:34]=1[C:39]([F:40])([F:41])[F:42]. (3) Given the reactants [Cl-].[Ce+3].[Cl-].[Cl-].[CH:5](/[Mg]Br)=[CH:6]\[CH3:7].[Si:10]([O:17][CH2:18][C@@H:19]([N:25]([CH2:33][C:34](N(OC)C)=[O:35])[C:26](=[O:32])[O:27][C:28]([CH3:31])([CH3:30])[CH3:29])[C:20]([CH:22]1[CH2:24][CH2:23]1)=[CH2:21])([C:13]([CH3:16])([CH3:15])[CH3:14])([CH3:12])[CH3:11], predict the reaction product. The product is: [Si:10]([O:17][CH2:18][C@@H:19]([N:25]([CH2:33][C:34](=[O:35])[CH:5]=[CH:6][CH3:7])[C:26](=[O:32])[O:27][C:28]([CH3:30])([CH3:29])[CH3:31])[C:20]([CH:22]1[CH2:23][CH2:24]1)=[CH2:21])([C:13]([CH3:15])([CH3:14])[CH3:16])([CH3:12])[CH3:11]. (4) Given the reactants Br[C:2]1[CH:3]=[C:4]2[C:9](=[CH:10][CH:11]=1)[N:8]=[C:7]([C:12]([O:14][CH2:15][CH3:16])=[O:13])[N:6]=[C:5]2[CH3:17].[Cl:18][C:19]1[CH:24]=[CH:23][CH:22]=[C:21]([Cl:25])[C:20]=1[C:26]1[C:30]([CH2:31][O:32][C:33]2[CH:38]=[CH:37][C:36](B3OC(C)(C)C(C)(C)O3)=[CH:35][CH:34]=2)=[C:29]([CH:48]([CH3:50])[CH3:49])[O:28][N:27]=1.C1(P(C2C=CC=CC=2)C2C=CC=CC=2)C=CC=CC=1.P([O-])([O-])([O-])=O.[K+].[K+].[K+], predict the reaction product. The product is: [Cl:25][C:21]1[CH:22]=[CH:23][CH:24]=[C:19]([Cl:18])[C:20]=1[C:26]1[C:30]([CH2:31][O:32][C:33]2[CH:34]=[CH:35][C:36]([C:2]3[CH:3]=[C:4]4[C:9](=[CH:10][CH:11]=3)[N:8]=[C:7]([C:12]([O:14][CH2:15][CH3:16])=[O:13])[N:6]=[C:5]4[CH3:17])=[CH:37][CH:38]=2)=[C:29]([CH:48]([CH3:50])[CH3:49])[O:28][N:27]=1. (5) Given the reactants C(OC([N:11]1[CH2:16][CH2:15][N:14]([CH2:17][C:18]2[CH:23]=[CH:22][C:21]([C:24]#[N:25])=[C:20]([N:26]=[C:27](C3C=CC=CC=3)C3C=CC=CC=3)[CH:19]=2)[C:13](=[O:40])[C@@H:12]1[CH2:41][CH2:42][S:43][CH3:44])=O)C1C=CC=CC=1.[N:45]1C=NC=NC=1.C(O)(=O)C, predict the reaction product. The product is: [NH2:45][C:24]1[C:21]2[C:20](=[CH:19][C:18]([CH2:17][N:14]3[CH2:15][CH2:16][NH:11][C@@H:12]([CH2:41][CH2:42][S:43][CH3:44])[C:13]3=[O:40])=[CH:23][CH:22]=2)[N:26]=[CH:27][N:25]=1. (6) Given the reactants C([O:5][C:6](=[O:16])[CH2:7][CH:8]([CH2:12][CH:13]([CH3:15])[CH3:14])[C:9](O)=O)(C)(C)C.C[Si](C)(C)[N-][Si](C)(C)C.[Li+].CC(C)=CCBr.[Cl-].[NH4+], predict the reaction product. The product is: [CH2:12]([CH:8]1[CH2:9][O:16][C:6](=[O:5])[CH2:7]1)[CH:13]([CH3:14])[CH3:15]. (7) Given the reactants [CH3:1][C:2]1[CH:7]=[CH:6][C:5]([S:8]([O:11][CH2:12][C@@H:13]2[O:18][C:17]3[C:19]([NH2:24])=[C:20]([NH2:23])[CH:21]=[CH:22][C:16]=3[O:15][CH2:14]2)(=[O:10])=[O:9])=[CH:4][CH:3]=1.[CH3:25][C:26](=O)[C:27](=O)[CH3:28], predict the reaction product. The product is: [CH3:1][C:2]1[CH:7]=[CH:6][C:5]([S:8]([O:11][CH2:12][CH:13]2[O:18][C:17]3=[C:19]4[C:20](=[CH:21][CH:22]=[C:16]3[O:15][CH2:14]2)[N:23]=[C:27]([CH3:28])[C:26]([CH3:25])=[N:24]4)(=[O:10])=[O:9])=[CH:4][CH:3]=1.